Dataset: Reaction yield outcomes from USPTO patents with 853,638 reactions. Task: Predict the reaction yield, written as a fraction of the theoretical maximum amount of product (1.0 means a 100% yield; for example, 0.34 means a 34% yield). (1) The reactants are [CH3:1][O:2][C:3]1[CH:8]=[CH:7][C:6]([C:9]2([C:12](Cl)=[O:13])[CH2:11][CH2:10]2)=[CH:5][CH:4]=1.[Cl:15][C:16]1[N:21]=[C:20]([NH2:22])[CH:19]=[CH:18][C:17]=1[CH3:23].CCN(CC)CC. The catalyst is ClCCl. The product is [Cl:15][C:16]1[N:21]=[C:20]([NH:22][C:12]([C:9]2([C:6]3[CH:7]=[CH:8][C:3]([O:2][CH3:1])=[CH:4][CH:5]=3)[CH2:11][CH2:10]2)=[O:13])[CH:19]=[CH:18][C:17]=1[CH3:23]. The yield is 0.630. (2) The reactants are [N+:1]([C:4]1[CH:29]=[C:28]([N+:30]([O-])=O)[CH:27]=[CH:26][C:5]=1[O:6][C:7]1[CH:25]=[CH:24][C:10]([O:11][CH2:12][CH2:13][CH2:14][CH2:15][CH2:16][CH2:17][CH2:18][CH2:19][CH2:20][CH2:21][CH2:22][CH3:23])=[CH:9][CH:8]=1)([O-])=O.[H][H]. The catalyst is [Pd].C(O)C. The product is [NH2:1][C:4]1[CH:29]=[C:28]([NH2:30])[CH:27]=[CH:26][C:5]=1[O:6][C:7]1[CH:25]=[CH:24][C:10]([O:11][CH2:12][CH2:13][CH2:14][CH2:15][CH2:16][CH2:17][CH2:18][CH2:19][CH2:20][CH2:21][CH2:22][CH3:23])=[CH:9][CH:8]=1. The yield is 0.850. (3) The reactants are [F:1][C:2]1[CH:8]=[CH:7][C:5]([NH2:6])=[CH:4][C:3]=1[CH2:9][N:10]1[CH2:15][CH2:14][N:13]([CH3:16])[CH2:12][CH2:11]1.[CH2:17]([N:19]1[C:28]2[C:23](=[CH:24][N:25]=[C:26]([NH:29][CH3:30])[CH:27]=2)[CH:22]=[C:21]([C:31]2[C:32]([F:45])=[CH:33][C:34]([F:44])=[C:35]([NH:37][C:38](=O)[O:39]C(C)=C)[CH:36]=2)[C:20]1=[O:46])[CH3:18]. The catalyst is O1CCOCC1.CN1CCCC1. The product is [CH2:17]([N:19]1[C:28]2[C:23](=[CH:24][N:25]=[C:26]([NH:29][CH3:30])[CH:27]=2)[CH:22]=[C:21]([C:31]2[C:32]([F:45])=[CH:33][C:34]([F:44])=[C:35]([NH:37][C:38]([NH:6][C:5]3[CH:7]=[CH:8][C:2]([F:1])=[C:3]([CH2:9][N:10]4[CH2:15][CH2:14][N:13]([CH3:16])[CH2:12][CH2:11]4)[CH:4]=3)=[O:39])[CH:36]=2)[C:20]1=[O:46])[CH3:18]. The yield is 0.310. (4) The reactants are Cl.[Br:2][C:3]1[CH:15]=[CH:14][C:6]([CH2:7][CH:8]2[CH2:13][CH2:12][NH:11][CH2:10][CH2:9]2)=[CH:5][C:4]=1[O:16][CH2:17][CH2:18][O:19][CH3:20].[OH-].[K+].[CH:23]1[CH:28]=[CH:27][C:26]([S:29]([O:32][CH2:33][CH2:34][C:35]2[CH:36]=[C:37]3[C:42](=[CH:43][CH:44]=2)[O:41][CH2:40][CH2:39][C:38]3=[O:45])(=[O:31])=[O:30])=[CH:25][CH:24]=1.P([O-])([O-])(O)=O.[K+].[K+].CN1CCCCC1=O.C1(S(O)(=O)=O)C=CC=CC=1. The catalyst is CC(C)=O.C(OCCCC)(=O)C.C1(C)C=CC=CC=1.O1CCCC1.O. The product is [C:26]1([S:29]([OH:32])(=[O:31])=[O:30])[CH:27]=[CH:28][CH:23]=[CH:24][CH:25]=1.[Br:2][C:3]1[CH:15]=[CH:14][C:6]([CH2:7][CH:8]2[CH2:9][CH2:10][N:11]([CH2:33][CH2:34][C:35]3[CH:36]=[C:37]4[C:42](=[CH:43][CH:44]=3)[O:41][CH2:40][CH2:39][C:38]4=[O:45])[CH2:12][CH2:13]2)=[CH:5][C:4]=1[O:16][CH2:17][CH2:18][O:19][CH3:20]. The yield is 0.890. (5) The reactants are [OH:1][C:2]1[N:10]=[CH:9][CH:8]=[CH:7][C:3]=1[C:4]([OH:6])=[O:5].[OH-].[K+].CO.I[CH2:16][CH2:17][CH2:18][CH3:19]. The catalyst is O.Cl. The product is [CH2:16]([N:10]1[CH:9]=[CH:8][CH:7]=[C:3]([C:4]([OH:6])=[O:5])[C:2]1=[O:1])[CH2:17][CH2:18][CH3:19]. The yield is 0.390. (6) The reactants are [CH2:1]([C:3]1[CH:4]=[C:5]2[C:10](=[CH:11][C:12]=1[OH:13])[O:9][CH:8]([C:14]([F:17])([F:16])[F:15])[C:7]([C:18]([O:20]CC)=[O:19])=[CH:6]2)[CH3:2].C(O)C.O.[OH-].[Li+].Cl. The catalyst is O. The product is [CH2:1]([C:3]1[CH:4]=[C:5]2[C:10](=[CH:11][C:12]=1[OH:13])[O:9][CH:8]([C:14]([F:15])([F:16])[F:17])[C:7]([C:18]([OH:20])=[O:19])=[CH:6]2)[CH3:2]. The yield is 0.940. (7) The reactants are [CH3:1][C:2]1[O:6][C:5]([C:7]2[CH:8]=[N:9][NH:10][C:11]=2[NH2:12])=[N:4][CH:3]=1.[Cl:13][C:14]1[CH:19]=[CH:18][C:17]([C:20](=O)[CH2:21][C:22](OCC)=[O:23])=[CH:16][CH:15]=1.CC1C=CC(S(O)(=O)=O)=CC=1. The catalyst is CCCCO. The product is [Cl:13][C:14]1[CH:15]=[CH:16][C:17]([C:20]2[NH:12][C:11]3[N:10]([N:9]=[CH:8][C:7]=3[C:5]3[O:6][C:2]([CH3:1])=[CH:3][N:4]=3)[C:22](=[O:23])[CH:21]=2)=[CH:18][CH:19]=1. The yield is 0.330. (8) The reactants are C(NC(C)C)(C)C.C([Li])CCC.[C:13]([C:15]1[CH:20]=[CH:19][C:18]([O:21][CH3:22])=[C:17]([F:23])[CH:16]=1)#[CH:14].Cl[C:25]([O:27][CH2:28][CH3:29])=[O:26]. The catalyst is O1CCCC1. The product is [F:23][C:17]1[CH:16]=[C:15]([C:13]#[C:14][C:25]([O:27][CH2:28][CH3:29])=[O:26])[CH:20]=[CH:19][C:18]=1[O:21][CH3:22]. The yield is 0.0630.